This data is from Catalyst prediction with 721,799 reactions and 888 catalyst types from USPTO. The task is: Predict which catalyst facilitates the given reaction. (1) Reactant: [CH2:1]([OH:5])[CH2:2][C:3]#[CH:4].[H-].[Na+].Br[CH2:9][CH2:10][CH:11]1[CH2:16][CH2:15][N:14]([C:17]([O:19][C:20]([CH3:23])([CH3:22])[CH3:21])=[O:18])[CH2:13][CH2:12]1. Product: [CH2:1]([O:5][CH2:9][CH2:10][CH:11]1[CH2:12][CH2:13][N:14]([C:17]([O:19][C:20]([CH3:21])([CH3:23])[CH3:22])=[O:18])[CH2:15][CH2:16]1)[CH2:2][C:3]#[CH:4]. The catalyst class is: 1. (2) Product: [Cl:29][C:27]1[S:28][C:23]2[CH:22]=[C:21]([C:19]([NH:18][C@H:10]3[CH2:11][C:12]4[C:17](=[CH:16][CH:15]=[CH:14][CH:13]=4)[C@@H:9]3[NH:8][C:32]([N:31]3[CH2:38][CH2:37][N:36]([CH3:39])[CH2:35][CH2:34]3)=[O:33])=[O:20])[NH:25][C:24]=2[C:26]=1[Cl:30]. The catalyst class is: 1. Reactant: FC(F)(F)C(O)=O.[NH2:8][C@H:9]1[C:17]2[C:12](=[CH:13][CH:14]=[CH:15][CH:16]=2)[CH2:11][C@@H:10]1[NH:18][C:19]([C:21]1[NH:25][C:24]2[C:26]([Cl:30])=[C:27]([Cl:29])[S:28][C:23]=2[CH:22]=1)=[O:20].[N-:31]=[C:32]=[O:33].[CH3:34][CH2:35][N:36]([CH2:39]C)[CH2:37][CH3:38].CCOC(C)=O. (3) Product: [CH3:23][N:24]([CH:26]=[CH:1][C:2]1[CH:7]=[CH:6][C:5]([O:8][C:9]([F:12])([F:11])[F:10])=[CH:4][C:3]=1[N+:13]([O-:15])=[O:14])[CH3:25]. Reactant: [CH3:1][C:2]1[CH:7]=[CH:6][C:5]([O:8][C:9]([F:12])([F:11])[F:10])=[CH:4][C:3]=1[N+:13]([O-:15])=[O:14].N1CCCC1.CO[CH:23](OC)[N:24]([CH3:26])[CH3:25].CN(C=O)C. The catalyst class is: 13. (4) Reactant: [CH:1]12[CH2:10][CH:5]3[CH2:6][CH:7]([CH2:9][CH:3]([CH2:4]3)[CH:2]1[NH:11][C:12](=[O:20])[C:13]1[CH:18]=[CH:17][C:16]([OH:19])=[CH:15][CH:14]=1)[CH2:8]2.C1(P(C2C=CC=CC=2)C2C=CC=CC=2)C=CC=CC=1.[C:40]([Si:44]([C:59]1[CH:64]=[CH:63][CH:62]=[CH:61][CH:60]=1)([C:53]1[CH:58]=[CH:57][CH:56]=[CH:55][CH:54]=1)[O:45][CH:46]1[CH2:51][CH2:50][CH:49](O)[CH2:48][CH2:47]1)([CH3:43])([CH3:42])[CH3:41].CCOC(/N=N/C(OCC)=O)=O. Product: [CH:1]12[CH2:10][CH:5]3[CH2:6][CH:7]([CH2:9][CH:3]([CH2:4]3)[CH:2]1[NH:11][C:12](=[O:20])[C:13]1[CH:14]=[CH:15][C:16]([O:19][CH:49]3[CH2:48][CH2:47][CH:46]([O:45][Si:44]([C:40]([CH3:43])([CH3:42])[CH3:41])([C:59]4[CH:64]=[CH:63][CH:62]=[CH:61][CH:60]=4)[C:53]4[CH:54]=[CH:55][CH:56]=[CH:57][CH:58]=4)[CH2:51][CH2:50]3)=[CH:17][CH:18]=1)[CH2:8]2. The catalyst class is: 118. (5) Reactant: Cl.[CH3:2][O:3][C:4](=[O:15])[C@H:5]([NH2:14])[CH2:6][C:7]1[CH:12]=[CH:11][CH:10]=[CH:9][C:8]=1[F:13].C(N(CC)CC)C.[CH2:23]([O:30][C:31](ON1C(=O)CCC1=O)=[O:32])[C:24]1[CH:29]=[CH:28][CH:27]=[CH:26][CH:25]=1.O. Product: [CH3:2][O:3][C:4](=[O:15])[C@H:5]([NH:14][C:31]([O:30][CH2:23][C:24]1[CH:29]=[CH:28][CH:27]=[CH:26][CH:25]=1)=[O:32])[CH2:6][C:7]1[CH:12]=[CH:11][CH:10]=[CH:9][C:8]=1[F:13]. The catalyst class is: 7. (6) Reactant: [H-].[Na+].[CH2:3]([O:5][CH:6]([O:14][CH2:15][CH3:16])[C:7]1[N:12]=[CH:11][C:10]([NH2:13])=[CH:9][N:8]=1)[CH3:4].Cl[C:18]1[C:27]2[C:22](=[CH:23][C:24]([O:30][CH2:31][CH2:32][CH2:33][Cl:34])=[C:25]([O:28][CH3:29])[CH:26]=2)[N:21]=[CH:20][N:19]=1. Product: [Cl:34][CH2:33][CH2:32][CH2:31][O:30][C:24]1[CH:23]=[C:22]2[C:27]([C:18]([NH:13][C:10]3[CH:11]=[N:12][C:7]([CH:6]([O:5][CH2:3][CH3:4])[O:14][CH2:15][CH3:16])=[N:8][CH:9]=3)=[N:19][CH:20]=[N:21]2)=[CH:26][C:25]=1[O:28][CH3:29]. The catalyst class is: 54.